This data is from Reaction yield outcomes from USPTO patents with 853,638 reactions. The task is: Predict the reaction yield, written as a fraction of the theoretical maximum amount of product (1.0 means a 100% yield; for example, 0.34 means a 34% yield). (1) The product is [CH2:14]([O:25][C:26]1[CH:27]=[CH:31][CH:32]=[CH:33][C:1]=1[C:2]([Cl:4])=[O:3])[CH2:15][CH2:16]/[CH:17]=[CH:18]\[CH2:19][CH2:20][CH2:21][CH2:22][CH2:23][CH3:24]. The yield is 0.990. The reactants are [C:1](Cl)(=O)[C:2]([Cl:4])=[O:3].C1(C)C=CC=CC=1.[CH2:14]([O:25][C:26]1C=[CH:33][CH:32]=[CH:31][C:27]=1C(O)=O)[CH2:15][CH2:16]/[CH:17]=[CH:18]\[CH2:19][CH2:20][CH2:21][CH2:22][CH2:23][CH3:24]. The catalyst is CN(C=O)C.C(Cl)Cl. (2) The reactants are [C:1]([N:20]1[CH:24]=[C:23]([CH:25]=[O:26])[N:22]=[CH:21]1)([C:14]1[CH:19]=[CH:18][CH:17]=[CH:16][CH:15]=1)([C:8]1[CH:13]=[CH:12][CH:11]=[CH:10][CH:9]=1)[C:2]1[CH:7]=[CH:6][CH:5]=[CH:4][CH:3]=1.Cl.[C:28]([O:31][CH2:32][CH3:33])(=[O:30])[CH3:29]. The catalyst is CC1CCCO1.C1COCC1. The product is [OH:26][CH:25]([C:23]1[N:22]=[CH:21][N:20]([C:1]([C:14]2[CH:15]=[CH:16][CH:17]=[CH:18][CH:19]=2)([C:8]2[CH:9]=[CH:10][CH:11]=[CH:12][CH:13]=2)[C:2]2[CH:7]=[CH:6][CH:5]=[CH:4][CH:3]=2)[CH:24]=1)[CH2:29][C:28]([O:31][CH2:32][CH3:33])=[O:30]. The yield is 0.830. (3) The reactants are [NH:1]1[C:9]2[C:4](=[CH:5][C:6]([O:10][C:11]3[C:20]4[C:15](=[CH:16][C:17]([O:23][CH2:24][CH2:25][CH2:26][N:27]5[CH2:32][CH2:31][N:30](C(OC(C)(C)C)=O)[CH2:29][CH2:28]5)=[C:18]([O:21][CH3:22])[CH:19]=4)[N:14]=[CH:13][N:12]=3)=[CH:7][N:8]=2)[CH:3]=[CH:2]1.FC(F)(F)C(O)=O. The catalyst is ClCCl. The product is [NH:1]1[C:9]2[C:4](=[CH:5][C:6]([O:10][C:11]3[C:20]4[C:15](=[CH:16][C:17]([O:23][CH2:24][CH2:25][CH2:26][N:27]5[CH2:32][CH2:31][NH:30][CH2:29][CH2:28]5)=[C:18]([O:21][CH3:22])[CH:19]=4)[N:14]=[CH:13][N:12]=3)=[CH:7][N:8]=2)[CH:3]=[CH:2]1. The yield is 0.430. (4) The reactants are O=P(Cl)(Cl)Cl.[CH:6]([C:9]1[N:14]=[C:13]([C:15]([OH:17])=O)[CH:12]=[CH:11][CH:10]=1)([CH3:8])[CH3:7].[C:18]([C:21]1[C:26]([NH2:27])=[C:25]([CH3:28])[C:24]([O:29][CH3:30])=[CH:23][CH:22]=1)(=[O:20])[CH3:19].C(=O)(O)[O-].[Na+]. The catalyst is N1C=CC=CC=1. The product is [C:18]([C:21]1[C:26]([NH:27][C:15]([C:13]2[CH:12]=[CH:11][CH:10]=[C:9]([CH:6]([CH3:7])[CH3:8])[N:14]=2)=[O:17])=[C:25]([CH3:28])[C:24]([O:29][CH3:30])=[CH:23][CH:22]=1)(=[O:20])[CH3:19]. The yield is 0.720. (5) The reactants are BrC1C=CC(F)=C([C@]2(C)C3[C@](C(O)=O)(C3)SC(N(C(OC(C)(C)C)=O)COCC[Si](C)(C)C)=N2)C=1.[C:36]([O:40][C:41]([N:43]([CH2:74][O:75][CH2:76][CH2:77][Si:78]([CH3:81])([CH3:80])[CH3:79])[C:44]1[S:45][C@:46]2([C:70]([O:72]C)=[O:71])[C@H:48]([C@:49]([C:52]3[CH:57]=[C:56]([NH:58][C:59](=[O:68])[C:60]4[CH:65]=[CH:64][C:63]([C:66]#[N:67])=[CH:62][N:61]=4)[CH:55]=[CH:54][C:53]=3[F:69])([CH3:51])[N:50]=1)[CH2:47]2)=[O:42])([CH3:39])([CH3:38])[CH3:37]. No catalyst specified. The product is [C:36]([O:40][C:41]([N:43]([CH2:74][O:75][CH2:76][CH2:77][Si:78]([CH3:81])([CH3:80])[CH3:79])[C:44]1[S:45][C@:46]2([C:70]([OH:72])=[O:71])[C@H:48]([C@:49]([C:52]3[CH:57]=[C:56]([NH:58][C:59](=[O:68])[C:60]4[CH:65]=[CH:64][C:63]([C:66]#[N:67])=[CH:62][N:61]=4)[CH:55]=[CH:54][C:53]=3[F:69])([CH3:51])[N:50]=1)[CH2:47]2)=[O:42])([CH3:39])([CH3:38])[CH3:37]. The yield is 0.980.